From a dataset of NCI-60 drug combinations with 297,098 pairs across 59 cell lines. Regression. Given two drug SMILES strings and cell line genomic features, predict the synergy score measuring deviation from expected non-interaction effect. (1) Drug 1: C1C(C(OC1N2C=NC3=C(N=C(N=C32)Cl)N)CO)O. Drug 2: COC1=NC(=NC2=C1N=CN2C3C(C(C(O3)CO)O)O)N. Cell line: UO-31. Synergy scores: CSS=13.8, Synergy_ZIP=-0.386, Synergy_Bliss=0.443, Synergy_Loewe=-38.6, Synergy_HSA=0.223. (2) Drug 1: CC1=C(C(CCC1)(C)C)C=CC(=CC=CC(=CC(=O)O)C)C. Drug 2: CC1=C(C(=O)C2=C(C1=O)N3CC4C(C3(C2COC(=O)N)OC)N4)N. Cell line: RXF 393. Synergy scores: CSS=0.210, Synergy_ZIP=2.69, Synergy_Bliss=3.48, Synergy_Loewe=-4.36, Synergy_HSA=-1.19.